Task: Predict the reaction yield, written as a fraction of the theoretical maximum amount of product (1.0 means a 100% yield; for example, 0.34 means a 34% yield).. Dataset: Reaction yield outcomes from USPTO patents with 853,638 reactions (1) The product is [CH3:1][N:2]1[CH:6]=[C:5]([C:7]([F:8])([F:9])[F:10])[C:4]([NH:11][C:13]2[N:18]=[C:17]3[N:19]([CH2:24][O:25][CH2:26][CH2:27][Si:28]([CH3:31])([CH3:30])[CH3:29])[CH:20]=[C:21]([C:22]#[N:23])[C:16]3=[C:15]([C:32]3[CH:33]=[N:34][CH:35]=[C:36]([CH3:38])[CH:37]=3)[CH:14]=2)=[N:3]1. The catalyst is O1CCOCC1.C1C=CC(/C=C/C(/C=C/C2C=CC=CC=2)=O)=CC=1.C1C=CC(/C=C/C(/C=C/C2C=CC=CC=2)=O)=CC=1.C1C=CC(/C=C/C(/C=C/C2C=CC=CC=2)=O)=CC=1.[Pd].[Pd].O. The yield is 0.410. The reactants are [CH3:1][N:2]1[CH:6]=[C:5]([C:7]([F:10])([F:9])[F:8])[C:4]([NH2:11])=[N:3]1.Cl[C:13]1[N:18]=[C:17]2[N:19]([CH2:24][O:25][CH2:26][CH2:27][Si:28]([CH3:31])([CH3:30])[CH3:29])[CH:20]=[C:21]([C:22]#[N:23])[C:16]2=[C:15]([C:32]2[CH:33]=[N:34][CH:35]=[C:36]([CH3:38])[CH:37]=2)[CH:14]=1.C1(P(C2C=CC=CC=2)C2C3OC4C(=CC=CC=4P(C4C=CC=CC=4)C4C=CC=CC=4)C(C)(C)C=3C=CC=2)C=CC=CC=1.CC(C)([O-])C.[Na+]. (2) The reactants are [C:1]12([CH2:11][OH:12])[CH2:10][CH:5]3[CH2:6][CH:7]([CH2:9][CH:3]([CH2:4]3)[CH2:2]1)[CH2:8]2.[Cr](Cl)([O-])(=O)=O.[NH+]1C=CC=CC=1. The catalyst is ClCCl. The product is [C:1]12([CH:11]=[O:12])[CH2:8][CH:7]3[CH2:6][CH:5]([CH2:4][CH:3]([CH2:9]3)[CH2:2]1)[CH2:10]2. The yield is 0.930. (3) The reactants are [N:1]1[CH:6]=[CH:5][C:4]([C:7]2[CH2:11][O:10][C:9](=[O:12])[C:8]=2[C:13]2[CH:18]=[CH:17][C:16]([O:19][CH2:20][C:21]3[CH:30]=[CH:29][C:28]4[C:23](=[CH:24][CH:25]=[CH:26][CH:27]=4)[N:22]=3)=[CH:15][CH:14]=2)=[CH:3][CH:2]=1.[CH3:31][NH2:32]. The catalyst is CO. The product is [OH:10][CH2:11]/[C:7](/[C:4]1[CH:3]=[CH:2][N:1]=[CH:6][CH:5]=1)=[C:8](/[C:13]1[CH:18]=[CH:17][C:16]([O:19][CH2:20][C:21]2[CH:30]=[CH:29][C:28]3[C:23](=[CH:24][CH:25]=[CH:26][CH:27]=3)[N:22]=2)=[CH:15][CH:14]=1)\[C:9]([NH:32][CH3:31])=[O:12]. The yield is 0.860. (4) The reactants are [CH3:1][NH:2][C:3]1[CH:12]=[CH:11][C:6]([C:7]([O:9]C)=[O:8])=[CH:5][C:4]=1[N+:13]([O-:15])=[O:14].[OH-].[Li+].Cl. The catalyst is O1CCCC1.O. The product is [CH3:1][NH:2][C:3]1[CH:12]=[CH:11][C:6]([C:7]([OH:9])=[O:8])=[CH:5][C:4]=1[N+:13]([O-:15])=[O:14]. The yield is 0.840. (5) The reactants are [Br:1][C:2]1[CH:3]=[C:4]([CH:13]=[C:14]([C:16]([F:19])([F:18])[F:17])[CH:15]=1)[CH:5]=[N:6][S@:7]([C:9]([CH3:12])([CH3:11])[CH3:10])=[O:8].[CH:20]([Mg]Br)=[CH2:21].[NH4+].[Cl-]. The catalyst is C(Cl)Cl. The product is [Br:1][C:2]1[CH:3]=[C:4]([C@H:5]([NH:6][S@:7]([C:9]([CH3:12])([CH3:11])[CH3:10])=[O:8])[CH:20]=[CH2:21])[CH:13]=[C:14]([C:16]([F:19])([F:17])[F:18])[CH:15]=1. The yield is 0.560. (6) The reactants are [OH:1][C:2]([CH3:22])([CH3:21])[C@H:3]([NH:10][S:11]([C:14]1[CH:19]=[CH:18][C:17]([CH3:20])=[CH:16][CH:15]=1)(=[O:13])=[O:12])[C:4]1[CH:9]=[CH:8][CH:7]=[CH:6][CH:5]=1.[O:23]=[S:24](Cl)Cl.N1C=CC=CC=1. The catalyst is C1COCC1. The product is [CH3:21][C:2]1([CH3:22])[O:1][S@:24](=[O:23])[N:10]([S:11]([C:14]2[CH:15]=[CH:16][C:17]([CH3:20])=[CH:18][CH:19]=2)(=[O:13])=[O:12])[C@@H:3]1[C:4]1[CH:5]=[CH:6][CH:7]=[CH:8][CH:9]=1. The yield is 0.875. (7) The reactants are [NH2:1][C:2]1[N:7]=[CH:6][C:5]([C:8]([N:10]2[CH2:15][CH2:14][O:13][CH2:12][CH2:11]2)=[O:9])=[CH:4][CH:3]=1.Br[C:17]1[C:18](=[O:25])[N:19]([CH3:24])[N:20]=[C:21]([Cl:23])[CH:22]=1.CC1(C)C2C(=C(P(C3C=CC=CC=3)C3C=CC=CC=3)C=CC=2)OC2C(P(C3C=CC=CC=3)C3C=CC=CC=3)=CC=CC1=2.C(=O)([O-])[O-].[Cs+].[Cs+]. The catalyst is C1C=CC(/C=C/C(/C=C/C2C=CC=CC=2)=O)=CC=1.C1C=CC(/C=C/C(/C=C/C2C=CC=CC=2)=O)=CC=1.C1C=CC(/C=C/C(/C=C/C2C=CC=CC=2)=O)=CC=1.[Pd].[Pd].O1CCOCC1. The product is [Cl:23][C:21]1[CH:22]=[C:17]([NH:1][C:2]2[CH:3]=[CH:4][C:5]([C:8]([N:10]3[CH2:15][CH2:14][O:13][CH2:12][CH2:11]3)=[O:9])=[CH:6][N:7]=2)[C:18](=[O:25])[N:19]([CH3:24])[N:20]=1. The yield is 0.510. (8) The reactants are [Cl:1][C:2]1[NH:7][C:6]2=[N:8][CH:9]=[CH:10][C:5]2=[C:4]([Cl:11])[N:3]=1.[H-].[Na+].[CH3:14][Si:15]([CH2:18][CH2:19]Cl)([CH3:17])[CH3:16].[OH2:21].[CH3:22]C#N. No catalyst specified. The product is [Cl:1][C:2]1[N:3]=[C:4]([Cl:11])[C:5]2[CH:10]=[CH:9][N:8]([CH2:22][O:21][CH2:19][CH2:18][Si:15]([CH3:17])([CH3:16])[CH3:14])[C:6]=2[N:7]=1. The yield is 1.04.